Dataset: Catalyst prediction with 721,799 reactions and 888 catalyst types from USPTO. Task: Predict which catalyst facilitates the given reaction. (1) Reactant: C([NH:8][C@@H:9]1[CH2:18][C:17]2[C:12](=[CH:13][CH:14]=[CH:15][C:16]=2[O:19][CH2:20][C:21]([O:23][CH2:24][CH3:25])=[O:22])[CH2:11][C@H:10]1[OH:26])C1C=CC=CC=1.[ClH:27]. Product: [ClH:27].[NH2:8][C@@H:9]1[CH2:18][C:17]2[C:12](=[CH:13][CH:14]=[CH:15][C:16]=2[O:19][CH2:20][C:21]([O:23][CH2:24][CH3:25])=[O:22])[CH2:11][C@H:10]1[OH:26]. The catalyst class is: 29. (2) The catalyst class is: 57. Product: [O:1]1[CH:5]=[CH:4][C:3]([C:6](=[O:13])[CH:7]([CH2:22][C:21]2[CH:20]=[CH:19][C:18]([C:17]([F:16])([F:26])[F:27])=[CH:25][CH:24]=2)[C:8]([O:10][CH2:11][CH3:12])=[O:9])=[CH:2]1. Reactant: [O:1]1[CH:5]=[CH:4][C:3]([C:6](=[O:13])[CH2:7][C:8]([O:10][CH2:11][CH3:12])=[O:9])=[CH:2]1.[H-].[Na+].[F:16][C:17]([F:27])([F:26])[C:18]1[CH:25]=[CH:24][C:21]([CH2:22]Br)=[CH:20][CH:19]=1.O.